From a dataset of Full USPTO retrosynthesis dataset with 1.9M reactions from patents (1976-2016). Predict the reactants needed to synthesize the given product. (1) The reactants are: [CH:1]1([NH:4][C:5](=[O:30])[C:6]2[CH:11]=[CH:10][C:9]([CH3:12])=[C:8]([NH:13][C:14](=[O:29])[C:15]3[CH:20]=[CH:19][C:18]([O:21][CH2:22][C:23]4[CH:27]=[C:26]([CH3:28])[O:25][N:24]=4)=[CH:17][CH:16]=3)[CH:7]=2)[CH2:3][CH2:2]1.[CH3:31][S:32]([OH:35])(=[O:34])=[O:33]. Given the product [CH3:31][S:32]([OH:35])(=[O:34])=[O:33].[CH:1]1([NH:4][C:5](=[O:30])[C:6]2[CH:11]=[CH:10][C:9]([CH3:12])=[C:8]([NH:13][C:14](=[O:29])[C:15]3[CH:16]=[CH:17][C:18]([O:21][CH2:22][C:23]4[CH:27]=[C:26]([CH3:28])[O:25][N:24]=4)=[CH:19][CH:20]=3)[CH:7]=2)[CH2:3][CH2:2]1, predict the reactants needed to synthesize it. (2) Given the product [F:27][C:24]1[CH:25]=[CH:26][C:21]([CH:19]2[CH2:20][CH2:1][C:4]3([CH3:29])[CH2:5][N:6]([CH3:28])[CH2:7][C:8]4[C:16]5[CH:15]=[C:14]([CH3:17])[CH:13]=[CH:12][C:11]=5[N:10]([C:9]=43)[CH2:18]2)=[CH:22][CH:23]=1, predict the reactants needed to synthesize it. The reactants are: [CH2:1]([C:4]1([CH3:29])[C:9]2[N:10]([CH2:18][C:19]([C:21]3[CH:26]=[CH:25][C:24]([F:27])=[CH:23][CH:22]=3)=[CH2:20])[C:11]3[CH:12]=[CH:13][C:14]([CH3:17])=[CH:15][C:16]=3[C:8]=2[CH2:7][N:6]([CH3:28])[CH2:5]1)C=C. (3) Given the product [CH3:3][O:4][C:5]([C:7]1[O:8][C:9]([CH2:12][N:13]2[CH:17]=[C:16]([NH:18][C:36]([O:35][CH2:34][C:32]3[CH:33]=[CH:28][CH:29]=[CH:30][C:31]=3[Cl:39])=[O:37])[CH:15]=[N:14]2)=[CH:10][CH:11]=1)=[O:6], predict the reactants needed to synthesize it. The reactants are: N#N.[CH3:3][O:4][C:5]([C:7]1[O:8][C:9]([CH2:12][N:13]2[CH:17]=[C:16]([NH2:18])[CH:15]=[N:14]2)=[CH:10][CH:11]=1)=[O:6].CCN(C(C)C)C(C)C.[CH:28]1[CH:33]=[C:32]([CH2:34][O:35][C:36](Cl)=[O:37])[C:31]([Cl:39])=[CH:30][CH:29]=1. (4) The reactants are: [CH2:1]([N:8]([CH3:30])[CH2:9][CH2:10][C:11]1[N:16]=[C:15]([C:17]([NH:19][CH2:20][C:21]2[CH:26]=[CH:25][C:24]([F:27])=[CH:23][CH:22]=2)=[O:18])[C:14]([OH:28])=[C:13]([OH:29])[N:12]=1)C1C=CC=CC=1.C(C1NC=CN=1)(C1NC=CN=1)=[O:32].CC(C)([O-])C.[K+]. Given the product [F:27][C:24]1[CH:23]=[CH:22][C:21]([CH2:20][NH:19][C:17]([C:15]2[N:16]=[C:11]3[CH2:10][CH2:9][N:8]([CH3:1])[C:30](=[O:32])[N:12]3[C:13](=[O:29])[C:14]=2[OH:28])=[O:18])=[CH:26][CH:25]=1, predict the reactants needed to synthesize it. (5) The reactants are: [F:1][C:2]([F:34])([F:33])[C:3]1[CH:4]=[C:5]([CH:26]=[C:27]([C:29]([F:32])([F:31])[F:30])[CH:28]=1)[CH2:6][N:7]([CH2:14][C:15]1[CH:20]=[C:19]([C:21]([F:24])([F:23])[F:22])[CH:18]=[CH:17][C:16]=1Br)[C:8]1[N:9]=[N:10][N:11]([CH3:13])[N:12]=1.[Cu](C#N)[C:36]#[N:37]. Given the product [F:1][C:2]([F:34])([F:33])[C:3]1[CH:4]=[C:5]([CH:26]=[C:27]([C:29]([F:32])([F:31])[F:30])[CH:28]=1)[CH2:6][N:7]([CH2:14][C:15]1[CH:20]=[C:19]([C:21]([F:24])([F:23])[F:22])[CH:18]=[CH:17][C:16]=1[C:36]#[N:37])[C:8]1[N:9]=[N:10][N:11]([CH3:13])[N:12]=1, predict the reactants needed to synthesize it.